Task: Predict the reaction yield, written as a fraction of the theoretical maximum amount of product (1.0 means a 100% yield; for example, 0.34 means a 34% yield).. Dataset: Reaction yield outcomes from USPTO patents with 853,638 reactions (1) The reactants are [O:1]=[C:2]1[C:11]2[CH:12]=[CH:13][S:14][C:10]=2[C:9]2[CH:8]=[CH:7][C:6]([C:15]([O:17]C)=[O:16])=[CH:5][C:4]=2[NH:3]1.CO.C1COCC1.[Li+].[OH-]. The product is [O:1]=[C:2]1[C:11]2[CH:12]=[CH:13][S:14][C:10]=2[C:9]2[CH:8]=[CH:7][C:6]([C:15]([OH:17])=[O:16])=[CH:5][C:4]=2[NH:3]1. The catalyst is O. The yield is 0.960. (2) The reactants are [Cl:1][C:2]1[C:3]([O:12][C:13]2[CH:18]=[C:17]([O:19][C:20]3[N:25]=[CH:24][CH:23]=[CH:22][N:21]=3)[CH:16]=[CH:15][C:14]=2/[CH:26]=[CH:27]/[C:28](O)=[O:29])=[N:4][CH:5]=[C:6]([C:8]([F:11])([F:10])[F:9])[CH:7]=1.Cl.C(N=C=NCCCN(C)C)C.[CH2:43]([S:48]([NH2:51])(=[O:50])=[O:49])[CH2:44][CH2:45][CH2:46][CH3:47].Cl. The catalyst is C(#N)C.CN(C)C1C=CN=CC=1.C(OCC)(=O)C. The product is [Cl:1][C:2]1[C:3]([O:12][C:13]2[CH:18]=[C:17]([O:19][C:20]3[N:21]=[CH:22][CH:23]=[CH:24][N:25]=3)[CH:16]=[CH:15][C:14]=2/[CH:26]=[CH:27]/[C:28]([NH:51][S:48]([CH2:43][CH2:44][CH2:45][CH2:46][CH3:47])(=[O:50])=[O:49])=[O:29])=[N:4][CH:5]=[C:6]([C:8]([F:11])([F:10])[F:9])[CH:7]=1. The yield is 0.120. (3) The reactants are COC([N:5]1[CH2:10][CH:9]([CH2:11][CH:12]([CH2:15][C:16]2[CH:21]=[CH:20][C:19]([F:22])=[CH:18][C:17]=2[F:23])[CH2:13][CH3:14])[C:8](=[O:24])N(C)C1C(C)(C)C)=O.Cl.[O:31]1CCOCC1. No catalyst specified. The product is [NH2:5][CH2:10][C@@H:9]([CH2:11][C@H:12]([CH2:15][C:16]1[CH:21]=[CH:20][C:19]([F:22])=[CH:18][C:17]=1[F:23])[CH2:13][CH3:14])[C:8]([OH:24])=[O:31]. The yield is 0.240.